This data is from Reaction yield outcomes from USPTO patents with 853,638 reactions. The task is: Predict the reaction yield, written as a fraction of the theoretical maximum amount of product (1.0 means a 100% yield; for example, 0.34 means a 34% yield). The reactants are [C:1]([C:3]1[C:4]([C:21]2[C:29]3[C:24](=[N:25][CH:26]=[C:27]([C:30]([F:33])([F:32])[F:31])[CH:28]=3)[N:23](S(C3C=CC(C)=CC=3)(=O)=O)[CH:22]=2)=[N:5][C:6]([NH:9][C:10]([CH3:20])([CH3:19])[C:11]([NH:13][CH2:14][C:15]([F:18])([F:17])[F:16])=[O:12])=[N:7][CH:8]=1)#[N:2].O.O[Li].O. The catalyst is C1COCC1. The product is [C:1]([C:3]1[C:4]([C:21]2[C:29]3[C:24](=[N:25][CH:26]=[C:27]([C:30]([F:31])([F:33])[F:32])[CH:28]=3)[NH:23][CH:22]=2)=[N:5][C:6]([NH:9][C:10]([CH3:20])([CH3:19])[C:11]([NH:13][CH2:14][C:15]([F:18])([F:16])[F:17])=[O:12])=[N:7][CH:8]=1)#[N:2]. The yield is 0.600.